This data is from Full USPTO retrosynthesis dataset with 1.9M reactions from patents (1976-2016). The task is: Predict the reactants needed to synthesize the given product. (1) Given the product [F:1][C:2]1[C:3]([C:16]2[CH:21]=[CH:20][CH:19]=[CH:18][CH:17]=2)=[N:4][N:5]([C:7]2[N:15]=[CH:14][CH:13]=[CH:12][C:8]=2[C:9]([NH:36][CH:28]([CH2:29][C:30]2[CH:31]=[CH:32][CH:33]=[CH:34][CH:35]=2)[CH:27]([OH:37])[C:26]([O:25][CH2:23][CH3:24])=[O:38])=[O:11])[CH:6]=1, predict the reactants needed to synthesize it. The reactants are: [F:1][C:2]1[C:3]([C:16]2[CH:21]=[CH:20][CH:19]=[CH:18][CH:17]=2)=[N:4][N:5]([C:7]2[N:15]=[CH:14][CH:13]=[CH:12][C:8]=2[C:9]([OH:11])=O)[CH:6]=1.[Cl-].[CH2:23]([O:25][C:26](=[O:38])[CH:27]([OH:37])[CH:28]([NH3+:36])[CH2:29][C:30]1[CH:35]=[CH:34][CH:33]=[CH:32][CH:31]=1)[CH3:24]. (2) Given the product [CH3:28][N:27]1[C:26]2[CH:29]=[CH:30][CH:31]=[CH:32][C:25]=2[N:24]=[C:23]1[O:19][C:16]1[CH:17]=[CH:18][C:13]([N:6]2[C:7]3=[N:8][CH:9]=[CH:10][CH:11]=[C:12]3[N:4]3[CH:3]=[CH:2][N:1]=[C:5]23)=[CH:14][CH:15]=1, predict the reactants needed to synthesize it. The reactants are: [N:1]1[CH:2]=[CH:3][N:4]2[C:12]3[C:7](=[N:8][CH:9]=[CH:10][CH:11]=3)[N:6]([C:13]3[CH:18]=[CH:17][C:16]([OH:19])=[CH:15][CH:14]=3)[C:5]=12.[H-].[Na+].Cl[C:23]1[N:27]([CH3:28])[C:26]2[CH:29]=[CH:30][CH:31]=[CH:32][C:25]=2[N:24]=1.O. (3) Given the product [NH3:3].[Cl:29][C:30]1[CH:36]=[CH:35][C:33]([NH:34][C:2]2[C:11]3[C:6](=[CH:7][C:8]([O:14][CH2:15][C@@H:16]4[CH2:21][CH2:20][CH2:19][NH:18][CH2:17]4)=[C:9]([O:12][CH3:13])[CH:10]=3)[N:5]=[CH:4][N:3]=2)=[C:32]([F:37])[CH:31]=1, predict the reactants needed to synthesize it. The reactants are: Cl[C:2]1[C:11]2[C:6](=[CH:7][C:8]([O:14][CH2:15][C@@H:16]3[CH2:21][CH2:20][CH2:19][N:18](C(OC(C)(C)C)=O)[CH2:17]3)=[C:9]([O:12][CH3:13])[CH:10]=2)[N:5]=[CH:4][N:3]=1.[Cl:29][C:30]1[CH:36]=[CH:35][C:33]([NH2:34])=[C:32]([F:37])[CH:31]=1.Cl. (4) Given the product [Cl:10][C:11]1[C:18]([O:19][CH2:20][CH2:21][F:22])=[CH:17][CH:16]=[C:15]([F:23])[C:12]=1[C:13]1[N:9]=[C:7]2[CH:6]=[CH:5][CH:4]=[C:3]([O:2][CH3:1])[N:8]2[C:25]=1[NH:24][C:26]1[CH:35]=[CH:34][C:29]2[O:30][CH2:31][CH2:32][O:33][C:28]=2[CH:27]=1, predict the reactants needed to synthesize it. The reactants are: [CH3:1][O:2][C:3]1[N:8]=[C:7]([NH2:9])[CH:6]=[CH:5][CH:4]=1.[Cl:10][C:11]1[C:18]([O:19][CH2:20][CH2:21][F:22])=[CH:17][CH:16]=[C:15]([F:23])[C:12]=1[CH:13]=O.[N+:24]([C:26]1[CH:35]=[CH:34][C:29]2[O:30][CH2:31][CH2:32][O:33][C:28]=2[CH:27]=1)#[C-:25].CCOC(C)=O. (5) Given the product [CH2:2]([O:4][C:5](=[O:34])[C:6]1[CH:11]=[CH:10][CH:9]=[C:8]([O:12][CH2:13][CH2:14][CH2:15][N:16]2[C:20]3[CH:21]=[CH:22][CH:23]=[CH:24][C:19]=3[N:18]([CH2:25][C:26]3[CH:31]=[CH:30][CH:29]=[C:28]([Br:32])[CH:27]=3)[C:17]2=[N:33][C:37]([O:39][C:40]([CH3:43])([CH3:42])[CH3:41])=[O:38])[CH:7]=1)[CH3:3], predict the reactants needed to synthesize it. The reactants are: Br.[CH2:2]([O:4][C:5](=[O:34])[C:6]1[CH:11]=[CH:10][CH:9]=[C:8]([O:12][CH2:13][CH2:14][CH2:15][N:16]2[C:20]3[CH:21]=[CH:22][CH:23]=[CH:24][C:19]=3[N:18]([CH2:25][C:26]3[CH:31]=[CH:30][CH:29]=[C:28]([Br:32])[CH:27]=3)[C:17]2=[NH:33])[CH:7]=1)[CH3:3].[OH-].[Na+].[C:37](O[C:37]([O:39][C:40]([CH3:43])([CH3:42])[CH3:41])=[O:38])([O:39][C:40]([CH3:43])([CH3:42])[CH3:41])=[O:38]. (6) Given the product [Cl:1][C:2]1[CH:12]=[C:6]2[N:7]([C:21]([O:23][C:24]([CH3:27])([CH3:26])[CH3:25])=[O:22])[CH:8]([CH3:11])[CH2:9][CH2:10][N:5]2[C:4](=[O:13])[N:3]=1, predict the reactants needed to synthesize it. The reactants are: [Cl:1][C:2]1[CH:12]=[C:6]2[NH:7][CH:8]([CH3:11])[CH2:9][CH2:10][N:5]2[C:4](=[O:13])[N:3]=1.C(N(CC)CC)C.[C:21](O[C:21]([O:23][C:24]([CH3:27])([CH3:26])[CH3:25])=[O:22])([O:23][C:24]([CH3:27])([CH3:26])[CH3:25])=[O:22]. (7) Given the product [C:1]([O:5][C:6]([NH:8][C:9]1[CH:17]=[CH:16][CH:15]=[C:14]2[C:10]=1[CH:11]=[CH:12][N:13]2[C:18]([C:29]1[CH:30]=[CH:31][C:32]([Cl:35])=[CH:33][CH:34]=1)([CH2:27][CH3:28])[CH2:19][C:20]([O:22][C:23]([CH3:26])([CH3:25])[CH3:24])=[O:21])=[O:7])([CH3:2])([CH3:3])[CH3:4], predict the reactants needed to synthesize it. The reactants are: [C:1]([O:5][C:6]([NH:8][C:9]1[CH:17]=[CH:16][CH:15]=[C:14]2[C:10]=1[CH:11]=[CH:12][N:13]2[C:18]([C:29]1[CH:34]=[CH:33][C:32]([Cl:35])=[CH:31][CH:30]=1)([C:27]#[CH:28])[CH2:19][C:20]([O:22][C:23]([CH3:26])([CH3:25])[CH3:24])=[O:21])=[O:7])([CH3:4])([CH3:3])[CH3:2]. (8) Given the product [CH3:22][O:23][C:24]1[CH:25]=[C:26]2[C:31](=[CH:32][C:33]=1[O:34][CH3:35])[C@H:30]([CH2:36][CH2:37][C:38]1[CH:43]=[CH:42][CH:41]=[C:40]([C:44]([F:47])([F:46])[F:45])[CH:39]=1)[N:29]([C@H:4]([C:5]1[CH:6]=[CH:7][CH:8]=[CH:9][CH:10]=1)[C:1]([NH2:2])=[O:3])[CH2:28][CH2:27]2, predict the reactants needed to synthesize it. The reactants are: [C:1]([CH:4](OS(C1C=CC(C)=CC=1)(=O)=O)[C:5]1[CH:10]=[CH:9][CH:8]=[CH:7][CH:6]=1)(=[O:3])[NH2:2].[CH3:22][O:23][C:24]1[CH:25]=[C:26]2[C:31](=[CH:32][C:33]=1[O:34][CH3:35])[C@H:30]([CH2:36][CH2:37][C:38]1[CH:43]=[CH:42][CH:41]=[C:40]([C:44]([F:47])([F:46])[F:45])[CH:39]=1)[NH:29][CH2:28][CH2:27]2. (9) Given the product [CH2:1]([N:3]1[C:7]2[C:8]([NH:12][C:24]([NH:23][C:17]3[CH:16]=[C:15]([F:14])[CH:20]=[CH:19][C:18]=3[O:21][CH3:22])=[S:25])=[CH:9][CH:10]=[CH:11][C:6]=2[N:5]=[C:4]1[CH3:13])[CH3:2], predict the reactants needed to synthesize it. The reactants are: [CH2:1]([N:3]1[C:7]2[C:8]([NH2:12])=[CH:9][CH:10]=[CH:11][C:6]=2[N:5]=[C:4]1[CH3:13])[CH3:2].[F:14][C:15]1[CH:20]=[CH:19][C:18]([O:21][CH3:22])=[C:17]([N:23]=[C:24]=[S:25])[CH:16]=1. (10) Given the product [Cl:26][C:13]1[CH:14]=[C:15]([NH:18][C:19]2[CH:20]=[C:21]([CH3:25])[CH:22]=[CH:23][CH:24]=2)[CH:16]=[CH:17][C:12]=1[C:10]([C:8]1[CH:9]=[C:4]([N:1]2[CH:31]=[C:30]([CH2:29][CH2:28][OH:32])[N:3]=[N:2]2)[CH:5]=[CH:6][C:7]=1[CH3:27])=[O:11], predict the reactants needed to synthesize it. The reactants are: [N:1]([C:4]1[CH:5]=[CH:6][C:7]([CH3:27])=[C:8]([C:10]([C:12]2[CH:17]=[CH:16][C:15]([NH:18][C:19]3[CH:20]=[C:21]([CH3:25])[CH:22]=[CH:23][CH:24]=3)=[CH:14][C:13]=2[Cl:26])=[O:11])[CH:9]=1)=[N+:2]=[N-:3].[CH2:28]([OH:32])[CH2:29][C:30]#[CH:31].